This data is from Forward reaction prediction with 1.9M reactions from USPTO patents (1976-2016). The task is: Predict the product of the given reaction. (1) Given the reactants [NH2:1][C:2]1[NH:6][N:5]=[CH:4][C:3]=1[C:7]([O:9][CH2:10][CH3:11])=[O:8].[Cl:12]N1C(=O)CCC1=O.O, predict the reaction product. The product is: [NH2:1][C:2]1[NH:6][N:5]=[C:4]([Cl:12])[C:3]=1[C:7]([O:9][CH2:10][CH3:11])=[O:8]. (2) Given the reactants C[Si]([C:5]#[N:6])(C)C.[F:7][C:8]1[CH:9]=[C:10]([C:16]2[C:21]([CH3:22])=[CH:20][CH:19]=[CH:18][N+:17]=2[O-])[CH:11]=[CH:12][C:13]=1[O:14][CH3:15].CN(C)C(Cl)=O, predict the reaction product. The product is: [F:7][C:8]1[CH:9]=[C:10]([C:16]2[N:17]=[C:18]([C:5]#[N:6])[CH:19]=[CH:20][C:21]=2[CH3:22])[CH:11]=[CH:12][C:13]=1[O:14][CH3:15].